Dataset: Forward reaction prediction with 1.9M reactions from USPTO patents (1976-2016). Task: Predict the product of the given reaction. Given the reactants Br[C:2]1[CH:7]=[CH:6][C:5]([C:8]([N:10]2[CH2:15][CH2:14][N:13]([C:16]3[C:25]([NH:26][CH:27]4[CH2:29][CH2:28]4)=[N:24][C:23]4[C:18](=[CH:19][C:20]([F:30])=[CH:21][CH:22]=4)[N:17]=3)[CH2:12][CH2:11]2)=[O:9])=[CH:4][C:3]=1F.C1(NC2C(N3CCN(C(=O)C4C([Cl:59])=CN=C(Cl)C=4)CC3)=NC3C(=CC=C(C#N)C=3)N=2)CC1, predict the reaction product. The product is: [Cl:59][C:2]1[CH:7]=[CH:6][C:5]([C:8]([N:10]2[CH2:15][CH2:14][N:13]([C:16]3[C:25]([NH:26][CH:27]4[CH2:29][CH2:28]4)=[N:24][C:23]4[C:18](=[CH:19][C:20]([F:30])=[CH:21][CH:22]=4)[N:17]=3)[CH2:12][CH2:11]2)=[O:9])=[CH:4][CH:3]=1.